This data is from Catalyst prediction with 721,799 reactions and 888 catalyst types from USPTO. The task is: Predict which catalyst facilitates the given reaction. (1) Reactant: [F:1][C:2]1[C:10]2[O:9][C:8]([C:11]3[C:20]4[C:15](=[CH:16][CH:17]=[CH:18][CH:19]=4)[CH:14]=[CH:13][N:12]=3)=[N:7][C:6]=2[CH:5]=[CH:4][C:3]=1[CH2:21][C:22]([O:24]C)=[O:23].[OH-].[Na+]. Product: [F:1][C:2]1[C:10]2[O:9][C:8]([C:11]3[C:20]4[C:15](=[CH:16][CH:17]=[CH:18][CH:19]=4)[CH:14]=[CH:13][N:12]=3)=[N:7][C:6]=2[CH:5]=[CH:4][C:3]=1[CH2:21][C:22]([OH:24])=[O:23]. The catalyst class is: 1. (2) Reactant: [C:1]([NH:5][C:6]([C:8]1[CH:13]=[CH:12][C:11]([S:14]([N:17]2[C:21](=[O:22])[NH:20][C:19]([C:23]3[CH:28]=[CH:27][C:26]([Cl:29])=[CH:25][CH:24]=3)=[N:18]2)(=[O:16])=[O:15])=[C:10]([O:30][CH3:31])[CH:9]=1)=[O:7])([CH3:4])([CH3:3])[CH3:2].C(=O)([O-])[O-].[Cs+].[Cs+].Br[CH2:39][C:40]1[CH:41]=[C:42]([CH:47]=[CH:48][CH:49]=1)[C:43]([O:45][CH3:46])=[O:44]. Product: [C:1]([NH:5][C:6]([C:8]1[CH:13]=[CH:12][C:11]([S:14]([N:17]2[C:21](=[O:22])[N:20]([CH2:39][C:40]3[CH:41]=[C:42]([C:43]([O:45][CH3:46])=[O:44])[CH:47]=[CH:48][CH:49]=3)[C:19]([C:23]3[CH:24]=[CH:25][C:26]([Cl:29])=[CH:27][CH:28]=3)=[N:18]2)(=[O:16])=[O:15])=[C:10]([O:30][CH3:31])[CH:9]=1)=[O:7])([CH3:4])([CH3:3])[CH3:2]. The catalyst class is: 35. (3) Reactant: [Cl:1][C:2]1[CH:7]=[CH:6][C:5]([C:8]([N:21]2[CH2:24][C:23]([CH3:26])([CH3:25])[CH2:22]2)([CH3:20])[C:9]([O:11][C@@H:12]2[CH:17]3[CH2:18][CH2:19][N:14]([CH2:15][CH2:16]3)[CH2:13]2)=[O:10])=[CH:4][CH:3]=1.[Br:27][CH2:28][CH2:29][CH2:30][O:31][C:32]1[CH:37]=[CH:36][CH:35]=[CH:34][CH:33]=1. Product: [Br-:27].[Cl:1][C:2]1[CH:3]=[CH:4][C:5]([C:8]([N:21]2[CH2:22][C:23]([CH3:26])([CH3:25])[CH2:24]2)([CH3:20])[C:9]([O:11][C@@H:12]2[CH:17]3[CH2:18][CH2:19][N+:14]([CH2:28][CH2:29][CH2:30][O:31][C:32]4[CH:37]=[CH:36][CH:35]=[CH:34][CH:33]=4)([CH2:15][CH2:16]3)[CH2:13]2)=[O:10])=[CH:6][CH:7]=1. The catalyst class is: 10. (4) Reactant: [CH:1]([O:4][C:5]1[C:14]2[C:9](=[C:10]([NH2:15])[CH:11]=[CH:12][CH:13]=2)[N:8]=[CH:7][N:6]=1)([CH3:3])[CH3:2].[Cl:16][C:17]1[C:22]([C:23](O)=[O:24])=[C:21]([F:26])[C:20]([CH2:27][NH:28][C:29](=[O:34])[C:30]([CH3:33])([CH3:32])[CH3:31])=[CH:19][CH:18]=1.C(Cl)(=O)C(Cl)=O.CCN(C(C)C)C(C)C. Product: [Cl:16][C:17]1[C:22]([C:23]([NH:15][C:10]2[CH:11]=[CH:12][CH:13]=[C:14]3[C:9]=2[N:8]=[CH:7][N:6]=[C:5]3[O:4][CH:1]([CH3:3])[CH3:2])=[O:24])=[C:21]([F:26])[C:20]([CH2:27][NH:28][C:29](=[O:34])[C:30]([CH3:32])([CH3:31])[CH3:33])=[CH:19][CH:18]=1. The catalyst class is: 85. (5) Reactant: [F:1][C:2]1[C:7]2[C:8]([C:18]([O:20]CC)=[O:19])=[C:9]([C:11]3[CH:16]=[CH:15][C:14]([F:17])=[CH:13][CH:12]=3)[O:10][C:6]=2[CH:5]=[CH:4][C:3]=1[OH:23].C1COCC1.[OH-].[Na+].Cl. Product: [F:1][C:2]1[C:7]2[C:8]([C:18]([OH:20])=[O:19])=[C:9]([C:11]3[CH:12]=[CH:13][C:14]([F:17])=[CH:15][CH:16]=3)[O:10][C:6]=2[CH:5]=[CH:4][C:3]=1[OH:23]. The catalyst class is: 24.